Dataset: Reaction yield outcomes from USPTO patents with 853,638 reactions. Task: Predict the reaction yield, written as a fraction of the theoretical maximum amount of product (1.0 means a 100% yield; for example, 0.34 means a 34% yield). The reactants are [CH3:1][O:2][C:3]1[CH:4]=[C:5]2[C:10](=[CH:11][C:12]=1[O:13][CH3:14])[N:9]=[CH:8][CH:7]=[C:6]2[O:15][C:16]1[CH:22]=[CH:21][C:19]([NH2:20])=[CH:18][CH:17]=1.Cl[C:24](Cl)([O:26][C:27](=[O:33])OC(Cl)(Cl)Cl)Cl.[CH:35]1([CH2:41]CO)[CH2:40][CH2:39][CH2:38][CH2:37][CH2:36]1.C(=O)(O)[O-].[Na+]. The catalyst is C(Cl)Cl.C(N(CC)CC)C.C1(C)C=CC=CC=1. The product is [CH3:1][O:2][C:3]1[CH:4]=[C:5]2[C:10](=[CH:11][C:12]=1[O:13][CH3:14])[N:9]=[CH:8][CH:7]=[C:6]2[O:15][C:16]1[CH:22]=[CH:21][C:19]([NH:20][C:27](=[O:33])[O:26][CH2:24][CH2:41][CH:35]2[CH2:40][CH2:39][CH2:38][CH2:37][CH2:36]2)=[CH:18][CH:17]=1. The yield is 0.760.